This data is from Forward reaction prediction with 1.9M reactions from USPTO patents (1976-2016). The task is: Predict the product of the given reaction. (1) Given the reactants [Cl:1][C:2]1[CH:39]=[C:38]([S:40]([CH3:43])(=[O:42])=[O:41])[CH:37]=[CH:36][C:3]=1[CH2:4][O:5][C:6]1[C:7]([O:33][CH2:34][CH3:35])=[C:8]([C:12]([C:14]2[C:22]3[C:17](=[N:18][CH:19]=[CH:20][CH:21]=3)[N:16]([Si](C(C)C)(C(C)C)C(C)C)[CH:15]=2)=[O:13])[CH:9]=[CH:10][CH:11]=1.[OH-].[K+].[F-].[K+].C(=O)([O-])[O-].[Na+].[Na+], predict the reaction product. The product is: [Cl:1][C:2]1[CH:39]=[C:38]([S:40]([CH3:43])(=[O:41])=[O:42])[CH:37]=[CH:36][C:3]=1[CH2:4][O:5][C:6]1[C:7]([O:33][CH2:34][CH3:35])=[C:8]([C:12]([C:14]2[C:22]3[C:17](=[N:18][CH:19]=[CH:20][CH:21]=3)[NH:16][CH:15]=2)=[O:13])[CH:9]=[CH:10][CH:11]=1. (2) Given the reactants [N+:1]([C:4]1[CH:11]=[C:10]([N:12]2[CH2:16][CH2:15][CH2:14][CH2:13]2)[CH:9]=[CH:8][C:5]=1[C:6]#[N:7])([O-])=O, predict the reaction product. The product is: [NH2:1][C:4]1[CH:11]=[C:10]([N:12]2[CH2:16][CH2:15][CH2:14][CH2:13]2)[CH:9]=[CH:8][C:5]=1[C:6]#[N:7]. (3) Given the reactants [N+:1]([C:4]1[CH:12]=[CH:11][C:7]([C:8]([OH:10])=O)=[CH:6][CH:5]=1)([O-:3])=[O:2].[CH3:13][C:14]1[CH:19]=[C:18]([CH3:20])[CH:17]=[CH:16][C:15]=1[N:21]1[CH2:26][CH2:25][NH:24][CH2:23][CH2:22]1.ON1C2C=CC=CC=2N=N1.Cl.C(N=C=NCCCN(C)C)C, predict the reaction product. The product is: [CH3:13][C:14]1[CH:19]=[C:18]([CH3:20])[CH:17]=[CH:16][C:15]=1[N:21]1[CH2:22][CH2:23][N:24]([C:8]([C:7]2[CH:6]=[CH:5][C:4]([N+:1]([O-:3])=[O:2])=[CH:12][CH:11]=2)=[O:10])[CH2:25][CH2:26]1. (4) Given the reactants [N+:1]([C:4]1[CH:9]=[CH:8][CH:7]=[CH:6][C:5]=1[CH:10]1[CH:14]=[CH:13][CH2:12][O:11]1)([O-])=O.[N+](C1C=CC=CC=1C1CC=CO1)([O-])=O, predict the reaction product. The product is: [O:11]1[CH2:12][CH2:13][CH2:14][CH:10]1[C:5]1[CH:6]=[CH:7][CH:8]=[CH:9][C:4]=1[NH2:1].